Task: Predict which catalyst facilitates the given reaction.. Dataset: Catalyst prediction with 721,799 reactions and 888 catalyst types from USPTO (1) Reactant: [Br:1][C:2]1[CH:3]=[C:4]([CH:8]=[C:9]([O:11][CH3:12])[CH:10]=1)[C:5]([OH:7])=[O:6].[CH3:13]N(C=O)C.C(Cl)(=O)C.CO. Product: [Br:1][C:2]1[CH:3]=[C:4]([CH:8]=[C:9]([O:11][CH3:12])[CH:10]=1)[C:5]([O:7][CH3:13])=[O:6]. The catalyst class is: 2. (2) Reactant: [OH:1][C:2]1[C:11]([CH3:12])=[CH:10][C:9]([N+:13]([O-:15])=[O:14])=[CH:8][C:3]=1[C:4]([O:6][CH3:7])=[O:5].C(N(CC)CC)C.[F:23][C:24]([F:30])([F:29])[S:25](Cl)(=[O:27])=[O:26].O. Product: [CH3:12][C:11]1[C:2]([O:1][S:25]([C:24]([F:30])([F:29])[F:23])(=[O:27])=[O:26])=[C:3]([CH:8]=[C:9]([N+:13]([O-:15])=[O:14])[CH:10]=1)[C:4]([O:6][CH3:7])=[O:5]. The catalyst class is: 7. (3) Reactant: [Br:1][C:2]1[CH:7]=[C:6]([CH3:8])[CH:5]=[CH:4][C:3]=1[CH3:9].[N+:10]([O-])([OH:12])=[O:11].S(=O)(=O)(O)O. Product: [Br:1][C:2]1[CH:7]=[C:6]([CH3:8])[C:5]([N+:10]([O-:12])=[O:11])=[CH:4][C:3]=1[CH3:9]. The catalyst class is: 152. (4) Reactant: [CH3:1][C:2]1[S:3][C:4]([C:9]2[CH:10]=[C:11]([CH3:15])[CH:12]=[CH:13][CH:14]=2)=[C:5]([CH2:7]O)[N:6]=1.S(Cl)([Cl:18])=O. Product: [Cl:18][CH2:7][C:5]1[N:6]=[C:2]([CH3:1])[S:3][C:4]=1[C:9]1[CH:10]=[C:11]([CH3:15])[CH:12]=[CH:13][CH:14]=1. The catalyst class is: 22. (5) Reactant: [CH3:1][S:2]([OH:5])(=[O:4])=[O:3].[Si]([O:13][CH2:14][CH2:15][N:16]([C:43]#[N:44])[C:17]1[CH:18]=[C:19]([CH:40]=[CH:41][CH:42]=1)[CH2:20][N:21]1[CH2:29][C:28]2[C:23](=[CH:24][CH:25]=[CH:26][C:27]=2[NH:30][C:31]([C:33]2[S:34][C:35]([Cl:38])=[CH:36][CH:37]=2)=[O:32])[C:22]1=[O:39])(C(C)(C)C)(C)C. Product: [CH3:1][S:2]([OH:5])(=[O:4])=[O:3].[Cl:38][C:35]1[S:34][C:33]([C:31]([NH:30][C:27]2[CH:26]=[CH:25][CH:24]=[C:23]3[C:28]=2[CH2:29][N:21]([CH2:20][C:19]2[CH:40]=[CH:41][CH:42]=[C:17]([N:16]4[CH2:15][CH2:14][O:13][C:43]4=[NH:44])[CH:18]=2)[C:22]3=[O:39])=[O:32])=[CH:37][CH:36]=1. The catalyst class is: 10. (6) Reactant: [NH2:1][C:2]([NH2:4])=[S:3].[C:5](Cl)(=[O:9])[CH:6]([CH3:8])[CH3:7]. Product: [C:5]([NH:1][C:2]([NH2:4])=[S:3])(=[O:9])[CH:6]([CH3:8])[CH3:7]. The catalyst class is: 11.